This data is from Forward reaction prediction with 1.9M reactions from USPTO patents (1976-2016). The task is: Predict the product of the given reaction. (1) The product is: [CH2:36]([N:28]([CH2:29][C:30]1[CH:35]=[CH:34][CH:33]=[CH:32][CH:31]=1)[C@H:21]1[CH2:20][C:19]2[C:24](=[CH:25][CH:26]=[CH:27][C:18]=2[C:8]2[C:3]([O:2][CH3:1])=[N:4][CH:5]=[CH:6][CH:7]=2)[O:23][CH2:22]1)[C:37]1[CH:38]=[CH:39][CH:40]=[CH:41][CH:42]=1. Given the reactants [CH3:1][O:2][C:3]1[C:8](B(O)O)=[CH:7][CH:6]=[CH:5][N:4]=1.FC(F)(F)S(O[C:18]1[CH:27]=[CH:26][CH:25]=[C:24]2[C:19]=1[CH2:20][C@H:21]([N:28]([CH2:36][C:37]1[CH:42]=[CH:41][CH:40]=[CH:39][CH:38]=1)[CH2:29][C:30]1[CH:35]=[CH:34][CH:33]=[CH:32][CH:31]=1)[CH2:22][O:23]2)(=O)=O, predict the reaction product. (2) Given the reactants Cl.[CH3:2][C:3]1[CH:4]=[C:5]([O:18][S:19]([C:22]2[CH:27]=[CH:26][CH:25]=[CH:24][C:23]=2[S:28]([N:31]([CH2:39][CH2:40][C:41]([O:43]CC)=[O:42])[CH2:32][C:33]2[CH:38]=[CH:37][CH:36]=[CH:35][CH:34]=2)(=[O:30])=[O:29])(=[O:21])=[O:20])[CH:6]=[C:7]([CH:17]=1)[O:8][CH2:9][CH2:10][CH2:11][O:12][NH:13][C:14]([NH2:16])=[NH:15].C(C(=CC1C=CC(O)=CC=1)C(O)=O)#N, predict the reaction product. The product is: [CH3:2][C:3]1[CH:4]=[C:5]([O:18][S:19]([C:22]2[CH:27]=[CH:26][CH:25]=[CH:24][C:23]=2[S:28]([N:31]([CH2:39][CH2:40][C:41]([OH:43])=[O:42])[CH2:32][C:33]2[CH:38]=[CH:37][CH:36]=[CH:35][CH:34]=2)(=[O:29])=[O:30])(=[O:20])=[O:21])[CH:6]=[C:7]([CH:17]=1)[O:8][CH2:9][CH2:10][CH2:11][O:12][NH:13][C:14]([NH2:16])=[NH:15]. (3) Given the reactants [CH:1]1([O:6][C:7]2[N:15]=[C:14]3[C:10]([N:11]=[CH:12][N:13]3[C@@H:16]3[O:22][C@H:21]([CH2:23][OH:24])[C@@H:19]([OH:20])[C@H:17]3O)=[C:9]([NH2:25])[N:8]=2)[CH2:5][CH2:4][CH2:3][CH2:2]1.C(OC(C(Br)=O)(C)C)(=O)C.C(=O)([O-])[O-].[K+].[K+], predict the reaction product. The product is: [C@@H:16]1([N:13]2[CH:12]=[N:11][C:10]3[C:14]2=[N:15][C:7]([O:6][CH:1]2[CH2:5][CH2:4][CH2:3][CH2:2]2)=[N:8][C:9]=3[NH2:25])[O:22][C@H:21]([CH2:23][OH:24])[C@H:19]2[O:20][C@@H:17]12. (4) Given the reactants [N+:1]([C:4]1[CH:5]=[CH:6][C:7]([CH3:23])=[C:8]([NH:10][C:11]2C=C(C3C=NC=CC=3)C=C[N:12]=2)[CH:9]=1)([O-:3])=[O:2].CC1C=CC([N+]([O-])=O)=CC=1[NH2:27].N#CN.[ClH:38], predict the reaction product. The product is: [ClH:38].[CH3:23][C:7]1[CH:6]=[CH:5][C:4]([N+:1]([O-:3])=[O:2])=[CH:9][C:8]=1[NH:10][C:11]([NH2:12])=[NH:27]. (5) Given the reactants O.[CH3:2][C:3]1[C:4]([CH2:15][S:16][C:17]2[NH:21][C:20]3[CH:22]=[CH:23][CH:24]=[CH:25][C:19]=3[N:18]=2)=[N:5][CH:6]=[CH:7][C:8]=1[O:9][CH2:10][C:11]([F:14])([F:13])[F:12].C(N)(N)=[O:27].OO.O.O.O.O.O.S([O-])([O-])(=O)=S.[Na+].[Na+].[OH-].[Na+], predict the reaction product. The product is: [CH3:2][C:3]1[C:4]([CH2:15][S:16]([C:17]2[NH:18][C:19]3[CH:25]=[CH:24][CH:23]=[CH:22][C:20]=3[N:21]=2)=[O:27])=[N:5][CH:6]=[CH:7][C:8]=1[O:9][CH2:10][C:11]([F:13])([F:12])[F:14].